From a dataset of Forward reaction prediction with 1.9M reactions from USPTO patents (1976-2016). Predict the product of the given reaction. (1) Given the reactants [N:1]([CH:4]([CH2:7][OH:8])[CH2:5][OH:6])=[N+:2]=[N-:3].C([C:11](CC)(CC)[C:12]([O-])([O-])[O-:13])C.O.CCOC(C)=O, predict the reaction product. The product is: [C:12]([O:6][CH2:5][CH:4]([N:1]=[N+:2]=[N-:3])[CH2:7][OH:8])(=[O:13])[CH3:11]. (2) Given the reactants [F:1][C:2]1([F:29])[CH2:6][C@H:5](/[CH:7]=[CH:8]/[C@@H:9]([OH:17])[C@@H:10]([CH3:16])[CH2:11][C:12]#[C:13][CH2:14][CH3:15])[N:4]([CH2:18][CH2:19][CH2:20][CH2:21][CH2:22][CH2:23][C:24]([O:26]C)=[O:25])[C:3]1=[O:28].[OH-].[Li+].S(=O)(=O)(O)[O-].[K+], predict the reaction product. The product is: [F:29][C:2]1([F:1])[CH2:6][C@H:5](/[CH:7]=[CH:8]/[C@@H:9]([OH:17])[C@@H:10]([CH3:16])[CH2:11][C:12]#[C:13][CH2:14][CH3:15])[N:4]([CH2:18][CH2:19][CH2:20][CH2:21][CH2:22][CH2:23][C:24]([OH:26])=[O:25])[C:3]1=[O:28].